From a dataset of Peptide-MHC class I binding affinity with 185,985 pairs from IEDB/IMGT. Regression. Given a peptide amino acid sequence and an MHC pseudo amino acid sequence, predict their binding affinity value. This is MHC class I binding data. (1) The peptide sequence is RVFNNYMPY. The MHC is HLA-A03:01 with pseudo-sequence HLA-A03:01. The binding affinity (normalized) is 0.743. (2) The peptide sequence is RPYSNVSNL. The MHC is HLA-B07:02 with pseudo-sequence HLA-B07:02. The binding affinity (normalized) is 0.498.